This data is from Catalyst prediction with 721,799 reactions and 888 catalyst types from USPTO. The task is: Predict which catalyst facilitates the given reaction. (1) Reactant: [NH2:1][C:2]1[N:7]=[C:6](Cl)[C:5]([C:9]#[N:10])=[C:4]([S:11][CH3:12])[N:3]=1.[F:13][C:14]1[CH:19]=[CH:18][C:17](B(O)O)=[CH:16][CH:15]=1.C(=O)([O-])[O-].[K+].[K+]. Product: [NH2:1][C:2]1[N:7]=[C:6]([C:17]2[CH:18]=[CH:19][C:14]([F:13])=[CH:15][CH:16]=2)[C:5]([C:9]#[N:10])=[C:4]([S:11][CH3:12])[N:3]=1. The catalyst class is: 11. (2) Reactant: [CH3:1][O:2][C:3]([C:5]1[CH:6]=[C:7]([CH:20]2[CH2:23][N:22](C(OC(C)(C)C)=O)[CH2:21]2)[CH:8]=[C:9]([N:12]([CH3:19])[CH:13]2[CH2:18][CH2:17][O:16][CH2:15][CH2:14]2)[C:10]=1[CH3:11])=[O:4].C(O)(C(F)(F)F)=O. Product: [NH:22]1[CH2:21][CH:20]([C:7]2[CH:8]=[C:9]([N:12]([CH3:19])[CH:13]3[CH2:18][CH2:17][O:16][CH2:15][CH2:14]3)[C:10]([CH3:11])=[C:5]([CH:6]=2)[C:3]([O:2][CH3:1])=[O:4])[CH2:23]1. The catalyst class is: 2.